Predict the product of the given reaction. From a dataset of Forward reaction prediction with 1.9M reactions from USPTO patents (1976-2016). (1) Given the reactants C[O:2][C:3]1[CH:8]=[C:7]([O:9]C)[CH:6]=[CH:5][C:4]=1[C:11]1[C:19]2[C:14](=[C:15]([F:20])[CH:16]=[CH:17][CH:18]=2)[N:13]([CH2:21][CH:22]([CH3:24])[CH3:23])[N:12]=1.B(Br)(Br)Br.C1CCCCC=1, predict the reaction product. The product is: [F:20][C:15]1[CH:16]=[CH:17][CH:18]=[C:19]2[C:14]=1[N:13]([CH2:21][CH:22]([CH3:24])[CH3:23])[N:12]=[C:11]2[C:4]1[CH:5]=[CH:6][C:7]([OH:9])=[CH:8][C:3]=1[OH:2]. (2) Given the reactants CS[C:3]([N:5]1[CH2:14][CH2:13][C:12]2[C:7](=[CH:8][C:9]([O:15][CH2:16][CH:17]3[CH2:22][CH2:21][N:20]([C:23]4[CH:28]=[CH:27][N:26]=[CH:25][CH:24]=4)[CH2:19][CH2:18]3)=[CH:10][CH:11]=2)[CH2:6]1)=[NH:4].[ClH:29].[NH2:30][OH:31].C([O-])(=O)C.[Na+].O, predict the reaction product. The product is: [ClH:29].[ClH:29].[N:26]1[CH:27]=[CH:28][C:23]([N:20]2[CH2:21][CH2:22][CH:17]([CH2:16][O:15][C:9]3[CH:8]=[C:7]4[C:12]([CH2:13][CH2:14][N:5]([C:3](=[N:30][OH:31])[NH2:4])[CH2:6]4)=[CH:11][CH:10]=3)[CH2:18][CH2:19]2)=[CH:24][CH:25]=1. (3) Given the reactants C([NH:5][S:6]([C:9]1[CH:41]=[CH:40][C:12]2[N:13]([C:18]3[CH:23]=[CH:22][C:21]([CH2:24][CH2:25][NH:26][C:27]([NH:29][S:30]([C:33]4[CH:38]=[CH:37][C:36]([CH3:39])=[CH:35][CH:34]=4)(=[O:32])=[O:31])=[O:28])=[CH:20][CH:19]=3)[C:14]([CH2:16][CH3:17])=[N:15][C:11]=2[CH:10]=1)(=[O:8])=[O:7])(C)(C)C, predict the reaction product. The product is: [NH2:5][S:6]([C:9]1[CH:41]=[CH:40][C:12]2[N:13]([C:18]3[CH:23]=[CH:22][C:21]([CH2:24][CH2:25][NH:26][C:27]([NH:29][S:30]([C:33]4[CH:34]=[CH:35][C:36]([CH3:39])=[CH:37][CH:38]=4)(=[O:32])=[O:31])=[O:28])=[CH:20][CH:19]=3)[C:14]([CH2:16][CH3:17])=[N:15][C:11]=2[CH:10]=1)(=[O:7])=[O:8]. (4) Given the reactants [NH2:1][C@H:2]1[CH2:6][CH2:5][N:4]([C@H:7]2[CH2:12][CH2:11][C@@H:10]([NH:13][C:14](=[O:20])[O:15][C:16]([CH3:19])([CH3:18])[CH3:17])[CH2:9][C@H:8]2[NH:21][C:22](=[O:25])[CH2:23][CH3:24])[C:3]1=[O:26].Cl[C:28]1[C:37]2[C:32](=[CH:33][CH:34]=[C:35]([C:38]([F:41])([F:40])[F:39])[CH:36]=2)[N:31]=[CH:30][N:29]=1.C(N(CC)CC)C, predict the reaction product. The product is: [O:26]=[C:3]1[C@@H:2]([NH:1][C:28]2[C:37]3[C:32](=[CH:33][CH:34]=[C:35]([C:38]([F:40])([F:41])[F:39])[CH:36]=3)[N:31]=[CH:30][N:29]=2)[CH2:6][CH2:5][N:4]1[C@H:7]1[CH2:12][CH2:11][C@@H:10]([NH:13][C:14](=[O:20])[O:15][C:16]([CH3:17])([CH3:19])[CH3:18])[CH2:9][C@H:8]1[NH:21][C:22](=[O:25])[CH2:23][CH3:24]. (5) Given the reactants [F:1][C:2]1[CH:18]=[CH:17][CH:16]=[C:15]([F:19])[C:3]=1[CH2:4][C:5]1[O:9][N:8]=[C:7]([C:10]([O:12]CC)=O)[N:6]=1.Cl.[Cl:21][C:22]1[CH:23]=[C:24]2[C:28](=[CH:29][CH:30]=1)[NH:27][CH:26]=[C:25]2[CH2:31][CH2:32][NH2:33].CN(C(ON1N=NC2C=CC=NC1=2)=[N+](C)C)C.F[P-](F)(F)(F)(F)F.C(N(CC)C(C)C)(C)C, predict the reaction product. The product is: [Cl:21][C:22]1[CH:23]=[C:24]2[C:28](=[CH:29][CH:30]=1)[NH:27][CH:26]=[C:25]2[CH2:31][CH2:32][NH:33][C:10]([C:7]1[N:6]=[C:5]([CH2:4][C:3]2[C:15]([F:19])=[CH:16][CH:17]=[CH:18][C:2]=2[F:1])[O:9][N:8]=1)=[O:12]. (6) Given the reactants [N:1]1([C:7]2[CH:14]=[CH:13][C:10]([CH:11]=[O:12])=[CH:9][CH:8]=2)[CH2:6][CH2:5][NH:4][CH2:3][CH2:2]1.[CH3:15][C:16]([O:19][C:20](O[C:20]([O:19][C:16]([CH3:18])([CH3:17])[CH3:15])=[O:21])=[O:21])([CH3:18])[CH3:17], predict the reaction product. The product is: [CH:11]([C:10]1[CH:9]=[CH:8][C:7]([N:1]2[CH2:6][CH2:5][N:4]([C:20]([O:19][C:16]([CH3:18])([CH3:17])[CH3:15])=[O:21])[CH2:3][CH2:2]2)=[CH:14][CH:13]=1)=[O:12]. (7) Given the reactants [CH:1]([C:3]1[NH:4][C:5]2[C:10]([CH:11]=1)=[CH:9][C:8]([C:12]#[N:13])=[CH:7][CH:6]=2)=O.C1(P(=[CH:33][C:34]([O:36][CH2:37][CH3:38])=[O:35])(C2C=CC=CC=2)C2C=CC=CC=2)C=CC=CC=1, predict the reaction product. The product is: [C:12]([C:8]1[CH:9]=[C:10]2[C:5](=[CH:6][CH:7]=1)[NH:4][C:3](/[CH:1]=[CH:33]/[C:34]([O:36][CH2:37][CH3:38])=[O:35])=[CH:11]2)#[N:13]. (8) Given the reactants [Cl:1][C:2]1[CH:7]=[CH:6][C:5]([C:8]2[N:13]([CH3:14])[C:12](=[O:15])[C:11]([O:16]C)=[CH:10][CH:9]=2)=[CH:4][CH:3]=1.I[Si](C)(C)C, predict the reaction product. The product is: [Cl:1][C:2]1[CH:3]=[CH:4][C:5]([C:8]2[N:13]([CH3:14])[C:12](=[O:15])[C:11]([OH:16])=[CH:10][CH:9]=2)=[CH:6][CH:7]=1.